This data is from Reaction yield outcomes from USPTO patents with 853,638 reactions. The task is: Predict the reaction yield, written as a fraction of the theoretical maximum amount of product (1.0 means a 100% yield; for example, 0.34 means a 34% yield). (1) The reactants are [Si]([O:8][CH2:9][C@H:10]1[O:14][C@@H:13]([N:15]2[CH:22]=[C:21]([C:23]#[C:24][CH2:25][NH:26][C:27](=[O:32])[C:28]([F:31])([F:30])[F:29])[C:19](=[O:20])[NH:18][C:16]2=[O:17])[CH2:12][C@@H:11]1[O:33][CH2:34]SC)(C(C)(C)C)(C)C.C1CCCCC=1.S(Cl)(Cl)(=O)=O.N#N.[N-:50]=[N+:51]=[N-:52].[Na+]. The catalyst is C(Cl)Cl. The product is [N:50]([CH2:34][O:33][C@@H:11]1[C@@H:10]([CH2:9][OH:8])[O:14][C@@H:13]([N:15]2[CH:22]=[C:21]([C:23]#[C:24][CH2:25][NH:26][C:27](=[O:32])[C:28]([F:31])([F:30])[F:29])[C:19](=[O:20])[NH:18][C:16]2=[O:17])[CH2:12]1)=[N+:51]=[N-:52]. The yield is 0.370. (2) The yield is 0.700. The product is [CH3:1][O:2][C:3](=[O:12])[C:4]1[CH:9]=[CH:8][CH:7]=[C:6]([CH2:10][C:13]#[N:14])[CH:5]=1. The catalyst is CN(C=O)C.O. The reactants are [CH3:1][O:2][C:3](=[O:12])[C:4]1[CH:9]=[CH:8][CH:7]=[C:6]([CH2:10]Br)[CH:5]=1.[C-:13]#[N:14].[Na+].